Dataset: Catalyst prediction with 721,799 reactions and 888 catalyst types from USPTO. Task: Predict which catalyst facilitates the given reaction. Reactant: [N:1]1([C:6]2[CH:11]=[C:10]([N+:12]([O-:14])=[O:13])[C:9]([NH:15]C(=O)C)=[C:8]([CH3:19])[CH:7]=2)[CH:5]=[CH:4][N:3]=[CH:2]1.Cl.C([O-])(O)=O.[Na+]. Product: [N:1]1([C:6]2[CH:11]=[C:10]([N+:12]([O-:14])=[O:13])[C:9]([NH2:15])=[C:8]([CH3:19])[CH:7]=2)[CH:5]=[CH:4][N:3]=[CH:2]1. The catalyst class is: 8.